The task is: Predict the reactants needed to synthesize the given product.. This data is from Full USPTO retrosynthesis dataset with 1.9M reactions from patents (1976-2016). The reactants are: [O:1]1[CH2:6][CH2:5][CH2:4][CH2:3][CH:2]1[N:7]1[C:15]2[C:10](=[C:11]([C:23](O)([CH3:25])[CH3:24])[C:12]([O:16][CH:17]3[CH2:22][CH2:21][CH2:20][CH2:19][O:18]3)=[CH:13][CH:14]=2)[CH:9]=[N:8]1. Given the product [CH:23]([C:11]1[C:12]([O:16][CH:17]2[CH2:22][CH2:21][CH2:20][CH2:19][O:18]2)=[CH:13][CH:14]=[C:15]2[C:10]=1[CH:9]=[N:8][N:7]2[CH:2]1[CH2:3][CH2:4][CH2:5][CH2:6][O:1]1)([CH3:25])[CH3:24].[CH:23]([C:11]1[C:12]([OH:16])=[CH:13][CH:14]=[C:15]2[C:10]=1[CH:9]=[N:8][N:7]2[CH:2]1[CH2:3][CH2:4][CH2:5][CH2:6][O:1]1)([CH3:25])[CH3:24], predict the reactants needed to synthesize it.